This data is from Forward reaction prediction with 1.9M reactions from USPTO patents (1976-2016). The task is: Predict the product of the given reaction. (1) Given the reactants Cl[CH2:2][CH2:3][O:4][C:5]1[CH:10]=[CH:9][CH:8]=[CH:7][C:6]=1[C:11]1([NH:15][C:16]2[C:17](=[O:35])[N:18]([C:22]3[CH:23]=[C:24]([CH:31]=[CH:32][C:33]=3[CH3:34])[C:25]([NH:27][CH:28]3[CH2:30][CH2:29]3)=[O:26])[CH:19]=[CH:20][N:21]=2)[CH2:14][CH2:13][CH2:12]1.[CH:36]([NH2:39])([CH3:38])[CH3:37], predict the reaction product. The product is: [CH:28]1([NH:27][C:25](=[O:26])[C:24]2[CH:31]=[CH:32][C:33]([CH3:34])=[C:22]([N:18]3[CH:19]=[CH:20][N:21]=[C:16]([NH:15][C:11]4([C:6]5[CH:7]=[CH:8][CH:9]=[CH:10][C:5]=5[O:4][CH2:3][CH2:2][NH:39][CH:36]([CH3:38])[CH3:37])[CH2:14][CH2:13][CH2:12]4)[C:17]3=[O:35])[CH:23]=2)[CH2:30][CH2:29]1. (2) Given the reactants [CH2:1]([Mg]Br)[CH3:2].[CH2:5]([N:12]1[CH2:18][CH2:17][CH2:16][N:15]([C:19]([O:21][C:22]([CH3:25])([CH3:24])[CH3:23])=[O:20])[CH2:14][C:13]1=O)[C:6]1[CH:11]=[CH:10][CH:9]=[CH:8][CH:7]=1, predict the reaction product. The product is: [CH2:5]([N:12]1[C:13]2([CH2:2][CH2:1]2)[CH2:14][N:15]([C:19]([O:21][C:22]([CH3:25])([CH3:24])[CH3:23])=[O:20])[CH2:16][CH2:17][CH2:18]1)[C:6]1[CH:11]=[CH:10][CH:9]=[CH:8][CH:7]=1. (3) Given the reactants [CH3:1][C:2]1[CH:7]=[C:6]([O:8][C:9]2[CH:14]=[CH:13][C:12]([C:15]([O:24][CH2:25][O:26][CH3:27])([C:20]([F:23])([F:22])[F:21])[C:16]([F:19])([F:18])[F:17])=[CH:11][C:10]=2[CH2:28][CH2:29][CH3:30])[CH:5]=[CH:4][C:3]=1[N+:31]([O-])=O, predict the reaction product. The product is: [CH3:1][C:2]1[CH:7]=[C:6]([O:8][C:9]2[CH:14]=[CH:13][C:12]([C:15]([O:24][CH2:25][O:26][CH3:27])([C:16]([F:17])([F:18])[F:19])[C:20]([F:21])([F:22])[F:23])=[CH:11][C:10]=2[CH2:28][CH2:29][CH3:30])[CH:5]=[CH:4][C:3]=1[NH2:31]. (4) The product is: [C:1]([O:5][C:6](=[O:7])[NH:8][CH2:9][CH:10]([OH:15])[CH2:11][CH2:12][OH:13])([CH3:4])([CH3:2])[CH3:3]. Given the reactants [C:1]([O:5][C:6]([NH:8][CH2:9][CH:10]([OH:15])[CH2:11][C:12](O)=[O:13])=[O:7])([CH3:4])([CH3:3])[CH3:2], predict the reaction product. (5) Given the reactants [Br:1][C:2]1[CH:35]=[CH:34][CH:33]=[CH:32][C:3]=1[CH2:4][CH:5]1[C:11](=[O:12])[NH:10][C:9]2[CH:13]=[CH:14][C:15]([Cl:17])=[CH:16][C:8]=2[C:7]([C:18]2[CH:23]=[CH:22][C:21]([NH:24]C(=O)OC(C)(C)C)=[CH:20][CH:19]=2)=[N:6]1.FC(F)(F)C(O)=O.[OH-].[Na+], predict the reaction product. The product is: [NH2:24][C:21]1[CH:20]=[CH:19][C:18]([C:7]2[C:8]3[CH:16]=[C:15]([Cl:17])[CH:14]=[CH:13][C:9]=3[NH:10][C:11](=[O:12])[CH:5]([CH2:4][C:3]3[CH:32]=[CH:33][CH:34]=[CH:35][C:2]=3[Br:1])[N:6]=2)=[CH:23][CH:22]=1.